From a dataset of Reaction yield outcomes from USPTO patents with 853,638 reactions. Predict the reaction yield, written as a fraction of the theoretical maximum amount of product (1.0 means a 100% yield; for example, 0.34 means a 34% yield). No catalyst specified. The yield is 0.770. The reactants are Cl.[Cl:2][C:3]1[C:11]2[C:6](=[CH:7][CH:8]=[C:9]([C:12]3[O:16][N:15]=[C:14]([C:17]4[CH:26]=[CH:25][CH:24]=[C:23]5[C:18]=4[CH2:19][CH2:20][NH:21][CH2:22]5)[N:13]=3)[CH:10]=2)[N:5]([CH:27]([CH3:29])[CH3:28])[CH:4]=1.Br[CH2:31][C:32]([O:34][CH2:35][CH3:36])=[O:33]. The product is [CH2:35]([O:34][C:32](=[O:33])[CH2:31][N:21]1[CH2:20][CH2:19][C:18]2[C:23](=[CH:24][CH:25]=[CH:26][C:17]=2[C:14]2[N:13]=[C:12]([C:9]3[CH:10]=[C:11]4[C:6](=[CH:7][CH:8]=3)[N:5]([CH:27]([CH3:29])[CH3:28])[CH:4]=[C:3]4[Cl:2])[O:16][N:15]=2)[CH2:22]1)[CH3:36].